Dataset: Experimentally validated miRNA-target interactions with 360,000+ pairs, plus equal number of negative samples. Task: Binary Classification. Given a miRNA mature sequence and a target amino acid sequence, predict their likelihood of interaction. The miRNA is hsa-miR-20a-3p with sequence ACUGCAUUAUGAGCACUUAAAG. The protein sequence of the target gene is MVGKLKQNLLLACLVISSVTVFYLGQHAMECHHRIEERSQPARLENPKATVRAGLDIKANKTFTYHKDMPLIFIGGVPRSGTTLMRAMLDAHPDIRCGEETRVIPRILALKQMWSRSSKEKIRLDEAGVTDEVLDSAMQAFLLEVIVKHGEPAPYLCNKDPFALKSLTYLARLFPNAKFLLMVRDGRASVHSMISRKVTIAGFDLNSYRDCLTKWNRAIETMYNQCMEVGYKKCMLVHYEQLVLHPERWMRTLLKFLHIPWNHSVLHHEEMIGKAGGVSLSKVERSTDQVIKPVNVGALS.... Result: 0 (no interaction).